From a dataset of Peptide-MHC class I binding affinity with 185,985 pairs from IEDB/IMGT. Regression. Given a peptide amino acid sequence and an MHC pseudo amino acid sequence, predict their binding affinity value. This is MHC class I binding data. (1) The peptide sequence is ALYQPDTGNY. The MHC is HLA-A30:01 with pseudo-sequence HLA-A30:01. The binding affinity (normalized) is 0.0313. (2) The peptide sequence is FLYLLNKKNK. The MHC is HLA-A68:01 with pseudo-sequence HLA-A68:01. The binding affinity (normalized) is 0.534. (3) The peptide sequence is MYPFIFFIV. The MHC is HLA-A25:01 with pseudo-sequence HLA-A25:01. The binding affinity (normalized) is 0.0847.